Dataset: Forward reaction prediction with 1.9M reactions from USPTO patents (1976-2016). Task: Predict the product of the given reaction. (1) Given the reactants Cl.[CH3:2][O:3][NH2:4].N1C=CC=CC=1.[C:11]([C:14]1[CH:39]=[CH:38][C:17]([CH2:18][NH:19][C:20]2[C:30]3[CH2:29][CH2:28][N:27]([C:31](=[O:36])[C:32]([F:35])([F:34])[F:33])[CH2:26][CH2:25][C:24]=3[CH:23]=[CH:22][C:21]=2[Cl:37])=[CH:16][CH:15]=1)(=O)[CH3:12], predict the reaction product. The product is: [Cl:37][C:21]1[CH:22]=[CH:23][C:24]2[CH2:25][CH2:26][N:27]([C:31](=[O:36])[C:32]([F:35])([F:33])[F:34])[CH2:28][CH2:29][C:30]=2[C:20]=1[NH:19][CH2:18][C:17]1[CH:16]=[CH:15][C:14]([C:11](=[N:4][O:3][CH3:2])[CH3:12])=[CH:39][CH:38]=1. (2) Given the reactants [NH2:1][C:2]1[C:7]([CH3:8])=[CH:6][C:5](/[CH:9]=[C:10](\[C:15]([O:17][CH2:18][C:19]2[CH:24]=[CH:23][CH:22]=[CH:21][CH:20]=2)=[O:16])/[C:11]([O:13][CH3:14])=[O:12])=[CH:4][C:3]=1[CH3:25].ClCCl.[H][H], predict the reaction product. The product is: [NH2:1][C:2]1[C:3]([CH3:25])=[CH:4][C:5]([CH2:9][C@@H:10]([C:15]([O:17][CH2:18][C:19]2[CH:20]=[CH:21][CH:22]=[CH:23][CH:24]=2)=[O:16])[C:11]([O:13][CH3:14])=[O:12])=[CH:6][C:7]=1[CH3:8]. (3) Given the reactants [CH3:1][S:2]([C:5]1[CH:12]=[CH:11][C:8]([CH:9]=O)=[CH:7][CH:6]=1)(=[O:4])=[O:3].[N+:13]([CH3:16])([O-:15])=[O:14].[OH-].[Na+].Cl, predict the reaction product. The product is: [N+:13]([CH:16]=[CH:9][C:8]1[CH:11]=[CH:12][C:5]([S:2]([CH3:1])(=[O:4])=[O:3])=[CH:6][CH:7]=1)([O-:15])=[O:14]. (4) Given the reactants [Cl:1][C:2]1[CH:7]=[C:6]([Cl:8])[CH:5]=[CH:4][C:3]=1[C:9]([C:11]1[C:12]([CH3:18])=[N:13][N:14]([CH3:17])[C:15]=1[OH:16])=[O:10].N12CCN(CC1)CC2.[C:27]1([S:37](Cl)(=[O:39])=[O:38])[CH:32]=[CH:31][CH:30]=[C:29]([S:33](Cl)(=[O:35])=[O:34])[CH:28]=1.[Cl:41][C:42]1[N:47]=[N:46][C:45]([O:48][C:49]2[C:54]([CH3:55])=[CH:53][CH:52]=[CH:51][C:50]=2[CH:56]2[CH2:58][CH2:57]2)=[C:44]([OH:59])[CH:43]=1, predict the reaction product. The product is: [C:27]1([S:37]([O:59][C:44]2[CH:43]=[C:42]([Cl:41])[N:47]=[N:46][C:45]=2[O:48][C:49]2[C:54]([CH3:55])=[CH:53][CH:52]=[CH:51][C:50]=2[CH:56]2[CH2:58][CH2:57]2)(=[O:39])=[O:38])[CH:32]=[CH:31][CH:30]=[C:29]([S:33]([O:16][C:15]2[N:14]([CH3:17])[N:13]=[C:12]([CH3:18])[C:11]=2[C:9](=[O:10])[C:3]2[CH:4]=[CH:5][C:6]([Cl:8])=[CH:7][C:2]=2[Cl:1])(=[O:34])=[O:35])[CH:28]=1. (5) Given the reactants [CH:1]1([C@H:5]([NH:13][C:14]([C:16]2[C:21]([CH3:22])=[CH:20][C:19](=[O:23])[N:18]([C:24]3[CH:29]=[CH:28][CH:27]=[CH:26][CH:25]=3)[C:17]=2[CH3:30])=[O:15])[C:6]2[CH:11]=[CH:10][CH:9]=[C:8]([F:12])[CH:7]=2)[CH2:4][CH2:3][CH2:2]1.[Cl:31]N1C(=O)CCC1=O.CN(C)C=O, predict the reaction product. The product is: [CH:1]1([C@H:5]([NH:13][C:14]([C:16]2[C:21]([CH3:22])=[C:20]([Cl:31])[C:19](=[O:23])[N:18]([C:24]3[CH:25]=[CH:26][CH:27]=[CH:28][CH:29]=3)[C:17]=2[CH3:30])=[O:15])[C:6]2[CH:11]=[CH:10][CH:9]=[C:8]([F:12])[CH:7]=2)[CH2:4][CH2:3][CH2:2]1. (6) The product is: [Cl:20][C:21]1[CH:58]=[CH:57][C:24]([C:25]2[C:30]([C:31]3[CH:40]=[CH:39][C:38]4[C:33](=[CH:34][CH:35]=[C:36]([C:41]5[N:42]([CH2:43][CH2:51][CH:50]([CH3:52])[CH3:49])[C:2]6[CH:10]=[CH:9][C:5]([C:6]([OH:8])=[O:7])=[CH:4][C:3]=6[N:11]=5)[CH:37]=4)[N:32]=3)=[CH:29][C:28]([O:55][CH3:56])=[CH:27][CH:26]=2)=[CH:23][CH:22]=1. Given the reactants Cl[C:2]1[CH:10]=[CH:9][C:5]([C:6]([OH:8])=[O:7])=[CH:4][C:3]=1[N+:11]([O-])=O.C(N)CC(C)C.[Cl:20][C:21]1[CH:58]=[CH:57][C:24]([C:25]2[C:30]([C:31]3[CH:40]=[CH:39][C:38]4[C:33](=[CH:34][CH:35]=[C:36]([C:41]5N(CC)C6C=[CH:49][C:50]([C:52](O)=O)=[CH:51][C:43]=6[N:42]=5)[CH:37]=4)[N:32]=3)=[CH:29][C:28]([O:55][CH3:56])=[CH:27][CH:26]=2)=[CH:23][CH:22]=1, predict the reaction product. (7) Given the reactants [CH:1]1[CH:2]=[CH:3][C:4]([C@@H:7]([N:15]2[CH2:20][CH2:19][N:18]([CH2:21][CH2:22][O:23][CH2:24][C:25]([OH:27])=[O:26])[CH2:17][CH2:16]2)[C:8]2[CH:9]=[CH:10][C:11]([Cl:14])=[CH:12][CH:13]=2)=[CH:5][CH:6]=1.Cl.Cl.[Si](O)(O)(O)O.C([O-])(=O)CCCCCCCCCCCCCCCCC.[Mg+2].C([O-])(=O)CCCCCCCCCCCCCCCCC, predict the reaction product. The product is: [CH:1]1[CH:2]=[CH:3][C:4]([C@@H:7]([N:15]2[CH2:20][CH2:19][N:18]([CH2:21][CH2:22][O:23][CH2:24][C:25]([OH:27])=[O:26])[CH2:17][CH2:16]2)[C:8]2[CH:9]=[CH:10][C:11]([Cl:14])=[CH:12][CH:13]=2)=[CH:5][CH:6]=1.